From a dataset of NCI-60 drug combinations with 297,098 pairs across 59 cell lines. Regression. Given two drug SMILES strings and cell line genomic features, predict the synergy score measuring deviation from expected non-interaction effect. (1) Drug 1: CC1C(C(CC(O1)OC2CC(CC3=C2C(=C4C(=C3O)C(=O)C5=C(C4=O)C(=CC=C5)OC)O)(C(=O)C)O)N)O.Cl. Drug 2: C1C(C(OC1N2C=NC3=C2NC=NCC3O)CO)O. Cell line: HL-60(TB). Synergy scores: CSS=28.3, Synergy_ZIP=-3.82, Synergy_Bliss=-8.60, Synergy_Loewe=-56.8, Synergy_HSA=-8.39. (2) Drug 1: CC12CCC3C(C1CCC2=O)CC(=C)C4=CC(=O)C=CC34C. Drug 2: C(CN)CNCCSP(=O)(O)O. Cell line: SK-OV-3. Synergy scores: CSS=0.748, Synergy_ZIP=-5.11, Synergy_Bliss=-18.9, Synergy_Loewe=-25.6, Synergy_HSA=-19.2. (3) Drug 1: CCC1=C2CN3C(=CC4=C(C3=O)COC(=O)C4(CC)O)C2=NC5=C1C=C(C=C5)O. Drug 2: CC(C)CN1C=NC2=C1C3=CC=CC=C3N=C2N. Cell line: HT29. Synergy scores: CSS=21.4, Synergy_ZIP=-5.54, Synergy_Bliss=-2.42, Synergy_Loewe=-12.5, Synergy_HSA=-2.55. (4) Synergy scores: CSS=32.8, Synergy_ZIP=1.10, Synergy_Bliss=0.116, Synergy_Loewe=-2.14, Synergy_HSA=-3.01. Cell line: NCI-H226. Drug 2: CC12CCC3C(C1CCC2=O)CC(=C)C4=CC(=O)C=CC34C. Drug 1: C1CCN(CC1)CCOC2=CC=C(C=C2)C(=O)C3=C(SC4=C3C=CC(=C4)O)C5=CC=C(C=C5)O.